Dataset: CYP3A4 inhibition data for predicting drug metabolism from PubChem BioAssay. Task: Regression/Classification. Given a drug SMILES string, predict its absorption, distribution, metabolism, or excretion properties. Task type varies by dataset: regression for continuous measurements (e.g., permeability, clearance, half-life) or binary classification for categorical outcomes (e.g., BBB penetration, CYP inhibition). Dataset: cyp3a4_veith. (1) The compound is CN(C)C(=O)c1ccc(-c2nccc(N(C)Cc3ccco3)n2)cc1. The result is 0 (non-inhibitor). (2) The drug is COc1ccc(C2C(=O)N(CCc3ccccc3)CC(=O)N2C2CCCC2)cc1. The result is 1 (inhibitor). (3) The molecule is CCNc1ncc2ncc(=O)n(Cc3cccc(OC)c3)c2n1. The result is 1 (inhibitor). (4) The molecule is O=S(=O)(c1ccccc1)N1CCN(S(=O)(=O)c2ccccc2)c2ccccc21. The result is 1 (inhibitor). (5) The molecule is COc1cc(OC)c(C#N)c(S(=O)(=O)Cc2ccccc2)c1. The result is 1 (inhibitor). (6) The drug is Cl.OC(c1ccccc1)(c1ccc(F)cc1)C(c1ccccc1)N1CCOCC1. The result is 1 (inhibitor). (7) The drug is COc1ccc(NC(=O)COC(=O)CCCc2c[nH]c3ccccc23)cc1OC. The result is 1 (inhibitor).